Dataset: HIV replication inhibition screening data with 41,000+ compounds from the AIDS Antiviral Screen. Task: Binary Classification. Given a drug SMILES string, predict its activity (active/inactive) in a high-throughput screening assay against a specified biological target. (1) The molecule is CN(C)CCSc1cccc(-c2cc(-c3cccc(SCCN(C)C)c3)ncn2)c1. The result is 1 (active). (2) The molecule is O=C1NC2(CCCCC2)C2=C1CCCCC2. The result is 0 (inactive). (3) The drug is OCCCCn1cnc2c(O)ncnc21. The result is 0 (inactive). (4) The compound is O=C1CCc2cc3c(cc21)C(C(=O)O)CC3. The result is 0 (inactive). (5) The drug is Cc1nc2c(=O)n(-c3ccccc3)c(=O)n(-c3ccccc3)c2o1. The result is 0 (inactive). (6) The molecule is Cn1cnc([N+](=O)[O-])c1S. The result is 0 (inactive).